From a dataset of Full USPTO retrosynthesis dataset with 1.9M reactions from patents (1976-2016). Predict the reactants needed to synthesize the given product. Given the product [Cl:1][C:2]1[CH:21]=[CH:20][C:5]2[O:6][C:7]3[CH:19]=[CH:18][CH:17]=[CH:16][C:8]=3[C@@H:9]3[C@H:14]([NH:15][CH:22]=[O:23])[CH2:13][CH2:12][CH2:11][N:10]3[C:4]=2[CH:3]=1, predict the reactants needed to synthesize it. The reactants are: [Cl:1][C:2]1[CH:21]=[CH:20][C:5]2[O:6][C:7]3[CH:19]=[CH:18][CH:17]=[CH:16][C:8]=3[C@@H:9]3[C@H:14]([NH2:15])[CH2:13][CH2:12][CH2:11][N:10]3[C:4]=2[CH:3]=1.[CH:22](OCC)=[O:23].